This data is from Full USPTO retrosynthesis dataset with 1.9M reactions from patents (1976-2016). The task is: Predict the reactants needed to synthesize the given product. Given the product [OH:38][C:39]1([C@@H:35]([CH3:36])[C:34](=[O:37])[N:29]2[C@@H:28]([CH2:21][C:22]3[CH:23]=[CH:24][CH:25]=[CH:26][CH:27]=3)[CH2:32][O:31][C:30]2=[O:33])[CH2:42][N:41]([C:43]([O:45][CH2:46][C:47]2[CH:52]=[CH:51][CH:50]=[CH:49][CH:48]=2)=[O:44])[CH2:40]1, predict the reactants needed to synthesize it. The reactants are: C(NC(C)C)(C)C.C([Li])CCC.C([N-]C(C)C)(C)C.[Li+].[CH2:21]([C@H:28]1[CH2:32][O:31][C:30](=[O:33])[N:29]1[C:34](=[O:37])[CH2:35][CH3:36])[C:22]1[CH:27]=[CH:26][CH:25]=[CH:24][CH:23]=1.[O:38]=[C:39]1[CH2:42][N:41]([C:43]([O:45][CH2:46][C:47]2[CH:52]=[CH:51][CH:50]=[CH:49][CH:48]=2)=[O:44])[CH2:40]1.